This data is from Full USPTO retrosynthesis dataset with 1.9M reactions from patents (1976-2016). The task is: Predict the reactants needed to synthesize the given product. The reactants are: CO[C:3](=[O:14])[C:4]1[C:9]([Cl:10])=[CH:8][C:7]([Br:11])=[CH:6][C:5]=1[CH2:12]Br.[CH:15]1([NH:18]C)[CH2:17][CH2:16]1.[C:20]([O-])([O-])=O.[K+].[K+].C(OCC)(=O)C. Given the product [Br:11][C:7]1[CH:6]=[C:5]2[C:4](=[C:9]([Cl:10])[CH:8]=1)[C:3](=[O:14])[N:18]([CH:15]1[CH2:17][CH2:16]1)[CH:12]2[CH3:20], predict the reactants needed to synthesize it.